From a dataset of Catalyst prediction with 721,799 reactions and 888 catalyst types from USPTO. Predict which catalyst facilitates the given reaction. Reactant: [Br:1][C:2]1[CH:9]=[CH:8][CH:7]=[CH:6][C:3]=1[CH:4]=O.[CH3:10][C:11]([CH3:13])=[O:12].Cl. Product: [Br:1][C:2]1[CH:9]=[CH:8][CH:7]=[CH:6][C:3]=1/[CH:4]=[CH:10]/[C:11](=[O:12])[CH3:13]. The catalyst class is: 611.